Dataset: Catalyst prediction with 721,799 reactions and 888 catalyst types from USPTO. Task: Predict which catalyst facilitates the given reaction. (1) Reactant: NC1C=CNN=1.O/[CH:8]=[C:9]1\[C:10](=[O:18])[NH:11][C:12]2[C:17]\1=[CH:16][CH:15]=[CH:14][CH:13]=2.[CH3:19][C:20]1[C:24]([CH3:25])=[C:23]([NH2:26])[O:22][N:21]=1. Product: [CH3:19][C:20]1[C:24]([CH3:25])=[C:23]([NH:26][CH:8]=[C:9]2[C:17]3[C:12](=[CH:13][CH:14]=[CH:15][CH:16]=3)[NH:11][C:10]2=[O:18])[O:22][N:21]=1. The catalyst class is: 7. (2) Reactant: C(NC(C)C)(C)C.[O:8]1[CH2:13][CH2:12][C:11](=[O:14])[CH2:10][CH2:9]1.[F:15][C:16]([F:35])([F:34])[S:17](N([S:17]([C:16]([F:35])([F:34])[F:15])(=[O:19])=[O:18])C1C=CC=CC=1)(=[O:19])=[O:18]. Product: [O:8]1[CH2:13][CH:12]=[C:11]([O:14][S:17]([C:16]([F:35])([F:34])[F:15])(=[O:19])=[O:18])[CH2:10][CH2:9]1. The catalyst class is: 1. (3) Reactant: [Cl:1][C:2]1[CH:3]=[C:4]([C@@H:12]([CH2:24][CH:25]2[CH2:29][CH2:28][CH2:27][CH2:26]2)[C:13]([NH:15][C:16]2[CH:21]=[N:20][C:19]([CH2:22]O)=[CH:18][N:17]=2)=[O:14])[CH:5]=[CH:6][C:7]=1[S:8]([CH3:11])(=[O:10])=[O:9].C1(P(C2C=CC=CC=2)C2C=CC=CC=2)C=CC=CC=1.C(Br)(Br)(Br)[Br:50]. Product: [Br:50][CH2:22][C:19]1[N:20]=[CH:21][C:16]([NH:15][C:13](=[O:14])[C@@H:12]([C:4]2[CH:5]=[CH:6][C:7]([S:8]([CH3:11])(=[O:10])=[O:9])=[C:2]([Cl:1])[CH:3]=2)[CH2:24][CH:25]2[CH2:29][CH2:28][CH2:27][CH2:26]2)=[N:17][CH:18]=1. The catalyst class is: 7. (4) Reactant: [Cl:1][C:2]1[S:6][C:5]([C:7]([NH:9][CH2:10][CH:11]2[O:15][C:14](=[O:16])[N:13]([C:17]3[CH:22]=[CH:21][C:20]([NH:23][S:24]([CH2:27][CH2:28][CH2:29]Cl)(=[O:26])=[O:25])=[CH:19][CH:18]=3)[CH2:12]2)=[O:8])=[CH:4][CH:3]=1.C(=O)([O-])[O-].[K+].[K+]. Product: [Cl:1][C:2]1[S:6][C:5]([C:7]([NH:9][CH2:10][CH:11]2[O:15][C:14](=[O:16])[N:13]([C:17]3[CH:22]=[CH:21][C:20]([N:23]4[CH2:29][CH2:28][CH2:27][S:24]4(=[O:26])=[O:25])=[CH:19][CH:18]=3)[CH2:12]2)=[O:8])=[CH:4][CH:3]=1. The catalyst class is: 174.